Predict which catalyst facilitates the given reaction. From a dataset of Catalyst prediction with 721,799 reactions and 888 catalyst types from USPTO. Reactant: [S:1]1[C:5]([C:6]2[CH:11]=[CH:10][N:9]=[C:8]([NH:12][CH:13]3[CH2:18][CH2:17][N:16](CC4C=CC=CC=4)[CH2:15][CH2:14]3)[N:7]=2)=[CH:4][C:3]2[CH:26]=[CH:27][CH:28]=[CH:29][C:2]1=2. Product: [S:1]1[C:5]([C:6]2[CH:11]=[CH:10][N:9]=[C:8]([NH:12][CH:13]3[CH2:14][CH2:15][NH:16][CH2:17][CH2:18]3)[N:7]=2)=[CH:4][C:3]2[CH:26]=[CH:27][CH:28]=[CH:29][C:2]1=2. The catalyst class is: 50.